This data is from hERG Central: cardiac toxicity at 1µM, 10µM, and general inhibition. The task is: Predict hERG channel inhibition at various concentrations. (1) Results: hERG_inhib (hERG inhibition (general)): blocker. The molecule is COC(=O)c1ccc(C(=O)OC)c(NC(=S)N2CCN(c3ccccc3F)CC2)c1. (2) The compound is CCN(CC(=O)NCc1ccc(Cl)cc1)C(=O)c1ccc(S(=O)(=O)NCc2ccco2)cc1. Results: hERG_inhib (hERG inhibition (general)): blocker. (3) The drug is CCCOc1ccc(C(=O)OCCN2CCCCC2)c(O)c1.Cl. Results: hERG_inhib (hERG inhibition (general)): blocker. (4) The drug is COCCCn1c(SCC(=O)Nc2ccc(C(C)=O)cc2)nc2ccccc2c1=O. Results: hERG_inhib (hERG inhibition (general)): blocker. (5) The drug is Cc1cc(N2CCN(C)CC2)nc2ccc(NC(=S)NCc3cccs3)cc12. Results: hERG_inhib (hERG inhibition (general)): blocker. (6) The drug is Cc1ccc(CSC2=Nc3ccccc3C3=NC(CC(=O)NCc4ccco4)C(=O)N23)cc1. Results: hERG_inhib (hERG inhibition (general)): blocker. (7) The molecule is COC(=O)C1=C(C(=O)OC)[C@@H]2N(C)c3ccc(OC)cc3[C@@]23C[C@@H](C(=O)OC)N(C(=O)c2cccs2)C3=N1. Results: hERG_inhib (hERG inhibition (general)): blocker. (8) The molecule is O=C(Cc1ccccc1)N1CCN(c2ccc([N+](=O)[O-])cc2)CC1. Results: hERG_inhib (hERG inhibition (general)): blocker.